Task: Regression. Given a peptide amino acid sequence and an MHC pseudo amino acid sequence, predict their binding affinity value. This is MHC class I binding data.. Dataset: Peptide-MHC class I binding affinity with 185,985 pairs from IEDB/IMGT The peptide sequence is AYISSESTTPV. The MHC is Patr-A0901 with pseudo-sequence Patr-A0901. The binding affinity (normalized) is 0.858.